This data is from Serine/threonine kinase 33 screen with 319,792 compounds. The task is: Binary Classification. Given a drug SMILES string, predict its activity (active/inactive) in a high-throughput screening assay against a specified biological target. (1) The molecule is O=C1N(CCC(=O)N(CC(=O)Nc2c(ccc(c2)C)C)C)C(=O)c2c1cccc2. The result is 0 (inactive). (2) The molecule is O(c1c2c(c(=O)[nH]c1C(OC)=O)cccc2)Cc1ccccc1. The result is 0 (inactive).